From a dataset of Forward reaction prediction with 1.9M reactions from USPTO patents (1976-2016). Predict the product of the given reaction. (1) Given the reactants C([O:8][C:9]1[C:10]([C:28]([O:30][CH3:31])=[O:29])=[N:11][N:12]2[CH2:18][CH2:17][CH2:16][N:15]([CH2:19][C:20]3[CH:25]=[CH:24][C:23]([F:26])=[CH:22][CH:21]=3)[C:14](=[O:27])[C:13]=12)C1C=CC=CC=1, predict the reaction product. The product is: [F:26][C:23]1[CH:22]=[CH:21][C:20]([CH2:19][N:15]2[CH2:16][CH2:17][CH2:18][N:12]3[N:11]=[C:10]([C:28]([O:30][CH3:31])=[O:29])[C:9]([OH:8])=[C:13]3[C:14]2=[O:27])=[CH:25][CH:24]=1. (2) Given the reactants [CH2:1]([S:3][C:4]1[CH:12]=[CH:11][C:10]([S:13]([CH3:16])(=[O:15])=[O:14])=[CH:9][C:5]=1[C:6]([OH:8])=O)[CH3:2].[F:17][C:18]1[CH:23]=[C:22]([S:24]([CH3:27])(=[O:26])=[O:25])[CH:21]=[CH:20][C:19]=1[N:28]1[CH2:33][CH2:32][NH:31][CH2:30][CH2:29]1, predict the reaction product. The product is: [CH2:1]([S:3][C:4]1[CH:12]=[CH:11][C:10]([S:13]([CH3:16])(=[O:15])=[O:14])=[CH:9][C:5]=1[C:6]([N:31]1[CH2:30][CH2:29][N:28]([C:19]2[CH:20]=[CH:21][C:22]([S:24]([CH3:27])(=[O:26])=[O:25])=[CH:23][C:18]=2[F:17])[CH2:33][CH2:32]1)=[O:8])[CH3:2]. (3) Given the reactants [C:1]([O:5][C:6]([N:8]1[CH2:13][CH2:12][CH:11]([CH:14]2[O:23][C:17]3=[CH:18][N:19]=[C:20](Cl)[CH:21]=[C:16]3[CH2:15]2)[CH2:10][CH2:9]1)=[O:7])([CH3:4])([CH3:3])[CH3:2].[F:24][C:25]1[CH:26]=[N:27][CH:28]=[CH:29][C:30]=1B1OC(C)(C)C(C)(C)O1, predict the reaction product. The product is: [C:1]([O:5][C:6]([N:8]1[CH2:13][CH2:12][CH:11]([CH:14]2[O:23][C:17]3=[CH:18][N:19]=[C:20]([C:30]4[CH:29]=[CH:28][N:27]=[CH:26][C:25]=4[F:24])[CH:21]=[C:16]3[CH2:15]2)[CH2:10][CH2:9]1)=[O:7])([CH3:4])([CH3:3])[CH3:2]. (4) Given the reactants OC1CC(O)C(CC=CCCCC(OC)=O)C1COC(=O)NC1C=CC=CC=1.[CH2:29]([NH:36][C:37]([O:39][CH2:40][CH:41]1[CH:45]([O:46]C2CCCCO2)[CH2:44][CH:43]([O:53]C2CCCCO2)[CH:42]1[CH2:60][CH:61]=[CH:62][CH2:63][CH2:64][CH2:65][C:66]([O:68][CH3:69])=[O:67])=[S:38])[C:30]1[CH:35]=[CH:34][CH:33]=[CH:32][CH:31]=1.C1(C)C=CC(S([O-])(=O)=O)=CC=1.[NH+]1C=CC=CC=1, predict the reaction product. The product is: [CH2:29]([NH:36][C:37]([O:39][CH2:40][CH:41]1[CH:45]([OH:46])[CH2:44][CH:43]([OH:53])[CH:42]1[CH2:60][CH:61]=[CH:62][CH2:63][CH2:64][CH2:65][C:66]([O:68][CH3:69])=[O:67])=[S:38])[C:30]1[CH:31]=[CH:32][CH:33]=[CH:34][CH:35]=1. (5) The product is: [NH4+:5].[OH-:2].[CH3:32][C:31]1[C:26]([CH2:25][N:14]([CH2:13][C:10]2[CH:11]=[CH:12][C:7]([CH2:6][NH:5][CH2:4][CH2:3][OH:2])=[CH:8][C:9]=2[CH2:34][OH:35])[CH:15]2[C:24]3[N:23]=[CH:22][CH:21]=[CH:20][C:19]=3[CH2:18][CH2:17][CH2:16]2)=[N:27][CH:28]=[C:29]([CH3:33])[CH:30]=1. Given the reactants C[O:2][C:3](=O)[CH2:4][NH:5][CH2:6][C:7]1[CH:12]=[CH:11][C:10]([CH2:13][N:14]([CH2:25][C:26]2[C:31]([CH3:32])=[CH:30][C:29]([CH3:33])=[CH:28][N:27]=2)[CH:15]2[C:24]3[N:23]=[CH:22][CH:21]=[CH:20][C:19]=3[CH2:18][CH2:17][CH2:16]2)=[C:9]([CH2:34][OH:35])[CH:8]=1.[H-].[H-].[H-].[H-].[Li+].[Al+3], predict the reaction product. (6) Given the reactants Br[C:2]1[CH:3]=[C:4]([N:8]([CH2:15][CH:16]2[CH2:21][CH2:20][CH2:19][CH2:18][CH2:17]2)[C:9](=[O:14])[C:10]([F:13])([F:12])[F:11])[CH:5]=[CH:6][CH:7]=1.[CH2:22]([NH:25][C:26](=[O:31])[C:27]([F:30])([F:29])[F:28])[CH:23]=[CH2:24].CC1C(P(C2C(C)=CC=CC=2)C2C(C)=CC=CC=2)=CC=CC=1.C(N(CC)CC)C, predict the reaction product. The product is: [CH:16]1([CH2:15][N:8]([C:4]2[CH:5]=[CH:6][CH:7]=[C:2](/[CH:24]=[CH:23]/[CH2:22][NH:25][C:26](=[O:31])[C:27]([F:30])([F:29])[F:28])[CH:3]=2)[C:9](=[O:14])[C:10]([F:13])([F:12])[F:11])[CH2:21][CH2:20][CH2:19][CH2:18][CH2:17]1.